This data is from Catalyst prediction with 721,799 reactions and 888 catalyst types from USPTO. The task is: Predict which catalyst facilitates the given reaction. (1) Reactant: Cl.[CH3:2][O:3][C:4](=[O:11])[C@H:5]([CH2:7][CH:8]([CH3:10])[CH3:9])[NH2:6].[O-]S([O-])(=O)=O.[Mg+2].[C:18]1([C:26]2[CH:31]=[CH:30][CH:29]=[CH:28][CH:27]=2)[C:19](C=O)=[CH:20][CH:21]=[CH:22][CH:23]=1.[CH3:32]CN(CC)CC.[BH4-].[Na+]. Product: [C:26]1([C:18]2[CH:23]=[CH:22][CH:21]=[CH:20][CH:19]=2)[CH:27]=[CH:28][C:29]([CH2:32][NH:6][C@@H:5]([CH2:7][CH:8]([CH3:10])[CH3:9])[C:4]([O:3][CH3:2])=[O:11])=[CH:30][CH:31]=1. The catalyst class is: 92. (2) Reactant: [Cl:1][C:2]1[C:7]([S:8](Cl)(=[O:10])=[O:9])=[CH:6][CH:5]=[CH:4][N:3]=1.[CH3:12][O:13][C:14]1[CH:15]=[CH:16][C:17]([NH2:22])=[N:18][C:19]=1[O:20][CH3:21].N1C=CC=CC=1. Product: [Cl:1][C:2]1[C:7]([S:8]([NH:22][C:17]2[CH:16]=[CH:15][C:14]([O:13][CH3:12])=[C:19]([O:20][CH3:21])[N:18]=2)(=[O:10])=[O:9])=[CH:6][CH:5]=[CH:4][N:3]=1. The catalyst class is: 2. (3) Reactant: [H-].[Na+].[C:3]([N:6]1[C:15]2[C:10](=[CH:11][C:12]([C:16]#[N:17])=[CH:13][CH:14]=2)[C@H:9]([NH:18][C:19](=[O:24])[O:20][CH:21]([CH3:23])[CH3:22])[CH2:8][C@@H:7]1[CH3:25])(=[O:5])[CH3:4].CC(C)C=O.[NH2:31][CH2:32][CH:33]=O.Cl. Product: [C:3]([N:6]1[C:15]2[C:10](=[CH:11][C:12]([C:16]3[NH:31][CH:32]=[CH:33][N:17]=3)=[CH:13][CH:14]=2)[C@H:9]([NH:18][C:19](=[O:24])[O:20][CH:21]([CH3:22])[CH3:23])[CH2:8][C@@H:7]1[CH3:25])(=[O:5])[CH3:4]. The catalyst class is: 130. (4) The catalyst class is: 4. Product: [C:1]([CH2:3][CH2:4][O:5][C:6]([C:8]1[CH:9]([C:23]2[CH:28]=[CH:27][CH:26]=[C:25]([Cl:29])[CH:24]=2)[C:10]([C:20](=[O:21])[NH:51][CH2:50][CH2:49][CH:48]([C:42]2[CH:47]=[CH:46][CH:45]=[CH:44][CH:43]=2)[C:52]2[CH:57]=[CH:56][CH:55]=[CH:54][CH:53]=2)=[C:11]([CH2:15][O:16][CH2:17][CH2:18][Cl:19])[NH:12][C:13]=1[CH3:14])=[O:7])#[N:2]. Reactant: [C:1]([CH2:3][CH2:4][O:5][C:6]([C:8]1[CH:9]([C:23]2[CH:28]=[CH:27][CH:26]=[C:25]([Cl:29])[CH:24]=2)[C:10]([C:20](O)=[O:21])=[C:11]([CH2:15][O:16][CH2:17][CH2:18][Cl:19])[NH:12][C:13]=1[CH3:14])=[O:7])#[N:2].CCN=C=NCCCN(C)C.Cl.[C:42]1([CH:48]([C:52]2[CH:57]=[CH:56][CH:55]=[CH:54][CH:53]=2)[CH2:49][CH2:50][NH2:51])[CH:47]=[CH:46][CH:45]=[CH:44][CH:43]=1. (5) Reactant: [CH3:1][C:2]1[O:6][N:5]=[C:4]([C:7]2[CH:12]=[CH:11][CH:10]=[CH:9][C:8]=2[C:13]([F:16])([F:15])[F:14])[C:3]=1[C:17]([OH:19])=O.Cl.C(N=C=NCCCN(C)C)C.[CH3:32][O:33][C:34]1[CH:35]=[C:36]([N:40]2[CH2:45][CH2:44][NH:43][CH2:42][CH2:41]2)[CH:37]=[CH:38][CH:39]=1. Product: [CH3:32][O:33][C:34]1[CH:35]=[C:36]([N:40]2[CH2:45][CH2:44][N:43]([C:17]([C:3]3[C:4]([C:7]4[CH:12]=[CH:11][CH:10]=[CH:9][C:8]=4[C:13]([F:14])([F:15])[F:16])=[N:5][O:6][C:2]=3[CH3:1])=[O:19])[CH2:42][CH2:41]2)[CH:37]=[CH:38][CH:39]=1. The catalyst class is: 4.